Dataset: Reaction yield outcomes from USPTO patents with 853,638 reactions. Task: Predict the reaction yield, written as a fraction of the theoretical maximum amount of product (1.0 means a 100% yield; for example, 0.34 means a 34% yield). (1) The reactants are C[O:2][C:3]1[CH:4]=[C:5]2[CH:11]=[CH:10][NH:9][C:6]2=[N:7][CH:8]=1.B(Br)(Br)Br.[OH-].[Na+]. The catalyst is ClCCl.O. The product is [OH:2][C:3]1[CH:4]=[C:5]2[CH:11]=[CH:10][NH:9][C:6]2=[N:7][CH:8]=1. The yield is 0.570. (2) The yield is 0.280. The reactants are [CH:1]1([C:7]2([CH3:15])[N:11]([CH3:12])[C:10](=[O:13])[NH:9][C:8]2=[O:14])[CH2:6][CH2:5][CH2:4][CH2:3][CH2:2]1.Cl[CH2:17][C:18]([C:20]1[CH:25]=[CH:24][C:23]([OH:26])=[CH:22][CH:21]=1)=[O:19]. The product is [CH:1]1([C:7]2([CH3:15])[N:11]([CH3:12])[C:10](=[O:13])[N:9]([CH2:17][C:18]([C:20]3[CH:25]=[CH:24][C:23]([OH:26])=[CH:22][CH:21]=3)=[O:19])[C:8]2=[O:14])[CH2:2][CH2:3][CH2:4][CH2:5][CH2:6]1. No catalyst specified.